This data is from Catalyst prediction with 721,799 reactions and 888 catalyst types from USPTO. The task is: Predict which catalyst facilitates the given reaction. (1) The catalyst class is: 274. Reactant: [C:1]([O:5][C:6]([N:8]1[CH2:12][C@@H:11]([N:13]([CH2:21][C:22]2[CH:27]=[C:26]([C:28]([F:31])([F:30])[F:29])[CH:25]=[C:24]([C:32]([F:35])([F:34])[F:33])[CH:23]=2)[C:14]2[N:19]=[CH:18][C:17](Br)=[CH:16][N:15]=2)[CH2:10][C@H:9]1[CH2:36][CH3:37])=[O:7])([CH3:4])([CH3:3])[CH3:2].C1(C)C=CC=CC=1P(C1C=CC=CC=1C)C1C=CC=CC=1C.C(N(CC)CC)C.[C:67]([O:71][CH3:72])(=[O:70])[CH:68]=[CH2:69]. Product: [C:1]([O:5][C:6]([N:8]1[CH2:12][C@@H:11]([N:13]([CH2:21][C:22]2[CH:27]=[C:26]([C:28]([F:31])([F:30])[F:29])[CH:25]=[C:24]([C:32]([F:35])([F:34])[F:33])[CH:23]=2)[C:14]2[N:19]=[CH:18][C:17](/[CH:69]=[CH:68]/[C:67]([O:71][CH3:72])=[O:70])=[CH:16][N:15]=2)[CH2:10][C@H:9]1[CH2:36][CH3:37])=[O:7])([CH3:4])([CH3:3])[CH3:2]. (2) Reactant: [OH:1][C:2]1[C:6]([C:7]#[N:8])=[C:5]([NH:9][C:10]2[CH:15]=[CH:14][CH:13]=[CH:12][CH:11]=2)[S:4][N:3]=1.[C:16]1(P(C2C=CC=CC=2)C2C=CC=CC=2)C=CC=CC=1.CO. Product: [CH3:16][O:1][C:2]1[C:6]([C:7]#[N:8])=[C:5]([NH:9][C:10]2[CH:11]=[CH:12][CH:13]=[CH:14][CH:15]=2)[S:4][N:3]=1. The catalyst class is: 1. (3) Reactant: [NH2:1][C:2]1[CH:7]=[CH:6][C:5]([N:8]([CH3:23])[C:9](=[O:22])[C:10]2[CH:15]=[CH:14][C:13]([CH:16]3[CH2:21][CH2:20][CH2:19][CH2:18][CH2:17]3)=[CH:12][CH:11]=2)=[CH:4][CH:3]=1.P([O-])([O-])([O-])=O.[Na+].[Na+].[Na+].[Br:32][CH:33]([CH2:37][CH2:38]Cl)[C:34](Br)=[O:35].[OH-].[Na+]. Product: [Br:32][CH:33]1[CH2:37][CH2:38][N:1]([C:2]2[CH:7]=[CH:6][C:5]([N:8]([CH3:23])[C:9](=[O:22])[C:10]3[CH:15]=[CH:14][C:13]([CH:16]4[CH2:21][CH2:20][CH2:19][CH2:18][CH2:17]4)=[CH:12][CH:11]=3)=[CH:4][CH:3]=2)[C:34]1=[O:35]. The catalyst class is: 47. (4) The catalyst class is: 5. Product: [Cl:1][C:2]1[CH:3]=[C:4]([C:8]2[O:9][C:10]3[C:15]([C:16](=[O:18])[CH:17]=2)=[C:14]([OH:19])[CH:13]=[C:12]([OH:21])[C:11]=3[C@@H:23]2[CH2:27][CH2:26][N:25]([CH3:28])[C@H:24]2[CH2:29][OH:30])[CH:5]=[CH:6][CH:7]=1. Reactant: [Cl:1][C:2]1[CH:3]=[C:4]([C:8]2[O:9][C:10]3[C:15]([C:16](=[O:18])[CH:17]=2)=[C:14]([O:19]C)[CH:13]=[C:12]([O:21]C)[C:11]=3[C@@H:23]2[CH2:27][CH2:26][N:25]([CH3:28])[C@H:24]2[CH2:29][OH:30])[CH:5]=[CH:6][CH:7]=1.Cl.N1C=CC=CC=1. (5) Reactant: [CH2:1]([O:3][C:4](=[O:30])[CH2:5][C:6](=[O:29])/[CH:7]=[CH:8]/[C:9]1[C:10]([CH:26]2[CH2:28][CH2:27]2)=[N:11][C:12]2[C:17]([C:18]=1[C:19]1[CH:24]=[CH:23][C:22]([F:25])=[CH:21][CH:20]=1)=[CH:16][CH:15]=[CH:14][CH:13]=2)[CH3:2]. Product: [CH2:1]([O:3][C:4](=[O:30])[CH2:5][CH:6]([OH:29])/[CH:7]=[CH:8]/[C:9]1[C:10]([CH:26]2[CH2:28][CH2:27]2)=[N:11][C:12]2[C:17]([C:18]=1[C:19]1[CH:24]=[CH:23][C:22]([F:25])=[CH:21][CH:20]=1)=[CH:16][CH:15]=[CH:14][CH:13]=2)[CH3:2]. The catalyst class is: 41. (6) Reactant: C(OC([N:8]1[CH2:13][CH2:12][N:11]([C:14]2[C:23]3[C:18](=[CH:19][C:20]([O:26][CH3:27])=[C:21]([O:24][CH3:25])[CH:22]=3)[N:17]=[C:16]([CH:28]3[CH2:30][CH2:29]3)[N:15]=2)[CH:10]([CH3:31])[CH2:9]1)=O)(C)(C)C.[ClH:32]. Product: [ClH:32].[CH:28]1([C:16]2[N:15]=[C:14]([N:11]3[CH2:12][CH2:13][NH:8][CH2:9][CH:10]3[CH3:31])[C:23]3[C:18](=[CH:19][C:20]([O:26][CH3:27])=[C:21]([O:24][CH3:25])[CH:22]=3)[N:17]=2)[CH2:29][CH2:30]1. The catalyst class is: 89.